From a dataset of Forward reaction prediction with 1.9M reactions from USPTO patents (1976-2016). Predict the product of the given reaction. (1) Given the reactants [CH2:1]([O:3][C:4]1[CH:5]=[CH:6][C:7]2[N:8]([C:10]([C:13]([O:15]CC)=O)=[N:11][N:12]=2)[CH:9]=1)[CH3:2].O.[OH-].[Li+].Cl.Cl.[F:23][C:24]([F:38])([F:37])[C:25]1[CH:30]=[CH:29][CH:28]=[CH:27][C:26]=1[CH:31]1[CH2:36][CH2:35][NH:34][CH2:33][CH2:32]1.F[P-](F)(F)(F)(F)F.N1(O[P+](N(C)C)(N(C)C)N(C)C)C2C=CC=CC=2N=N1.CCN(C(C)C)C(C)C, predict the reaction product. The product is: [CH2:1]([O:3][C:4]1[CH:5]=[CH:6][C:7]2[N:8]([C:10]([C:13]([N:34]3[CH2:35][CH2:36][CH:31]([C:26]4[CH:27]=[CH:28][CH:29]=[CH:30][C:25]=4[C:24]([F:23])([F:37])[F:38])[CH2:32][CH2:33]3)=[O:15])=[N:11][N:12]=2)[CH:9]=1)[CH3:2]. (2) Given the reactants [NH2:1][C:2]1[N:7]=[CH:6][C:5]([C:8]([O:10][CH3:11])=[O:9])=[CH:4][N:3]=1.Br[C:13]1[CH:26]=[CH:25][C:16]([O:17][CH2:18][CH2:19][N:20]2[CH2:24][CH2:23][CH2:22][CH2:21]2)=[CH:15][CH:14]=1.CC1(C)C2C(=C(P(C3C=CC=CC=3)C3C=CC=CC=3)C=CC=2)OC2C(P(C3C=CC=CC=3)C3C=CC=CC=3)=CC=CC1=2.C([O-])([O-])=O.[Cs+].[Cs+], predict the reaction product. The product is: [N:20]1([CH2:19][CH2:18][O:17][C:16]2[CH:25]=[CH:26][C:13]([NH:1][C:2]3[N:3]=[CH:4][C:5]([C:8]([O:10][CH3:11])=[O:9])=[CH:6][N:7]=3)=[CH:14][CH:15]=2)[CH2:24][CH2:23][CH2:22][CH2:21]1. (3) Given the reactants [CH2:1]([C:5]1[N:10]=[C:9](SC)[NH:8][C:7](=[O:13])[CH:6]=1)[CH2:2][CH2:3][CH3:4].C(O)(=[O:16])C, predict the reaction product. The product is: [CH2:1]([C:5]1[N:10]=[C:9]([OH:16])[N:8]=[C:7]([OH:13])[CH:6]=1)[CH2:2][CH2:3][CH3:4]. (4) Given the reactants [OH:1][CH:2]([C:4]1[NH:9][C:8](=[O:10])[C:7]2=[CH:11][N:12]=[C:13]([CH:14]3[CH2:19][CH2:18][O:17][CH2:16][CH2:15]3)[N:6]2[N:5]=1)[CH3:3], predict the reaction product. The product is: [C:2]([C:4]1[NH:9][C:8](=[O:10])[C:7]2=[CH:11][N:12]=[C:13]([CH:14]3[CH2:19][CH2:18][O:17][CH2:16][CH2:15]3)[N:6]2[N:5]=1)(=[O:1])[CH3:3].